Dataset: Peptide-MHC class I binding affinity with 185,985 pairs from IEDB/IMGT. Task: Regression. Given a peptide amino acid sequence and an MHC pseudo amino acid sequence, predict their binding affinity value. This is MHC class I binding data. (1) The peptide sequence is LLRDKDGVY. The MHC is HLA-B46:01 with pseudo-sequence HLA-B46:01. The binding affinity (normalized) is 0.0847. (2) The peptide sequence is EEHFVETVSL. The MHC is HLA-B18:01 with pseudo-sequence HLA-B18:01. The binding affinity (normalized) is 0.358. (3) The peptide sequence is VQLVESGGGL. The MHC is HLA-A02:02 with pseudo-sequence HLA-A02:02. The binding affinity (normalized) is 0.0585. (4) The peptide sequence is RPYGKFRAM. The MHC is HLA-B07:02 with pseudo-sequence HLA-B07:02. The binding affinity (normalized) is 0.799. (5) The peptide sequence is FEYGGFPPA. The MHC is HLA-B73:01 with pseudo-sequence HLA-B73:01. The binding affinity (normalized) is 1.00. (6) The peptide sequence is KQRKPGGPW. The MHC is HLA-B08:01 with pseudo-sequence HLA-B08:01. The binding affinity (normalized) is 0.213. (7) The peptide sequence is IDYRHYSASF. The MHC is HLA-B44:03 with pseudo-sequence HLA-B44:03. The binding affinity (normalized) is 0.0291.